From a dataset of Forward reaction prediction with 1.9M reactions from USPTO patents (1976-2016). Predict the product of the given reaction. (1) Given the reactants Cl[C:2]1[N:7]=[C:6]([Cl:8])[CH:5]=[CH:4][N:3]=1.[CH3:9][NH:10][CH2:11][C:12]([O:14][CH2:15][CH3:16])=[O:13].C(N(CC)CC)C, predict the reaction product. The product is: [Cl:8][C:6]1[CH:5]=[CH:4][N:3]=[C:2]([N:10]([CH3:9])[CH2:11][C:12]([O:14][CH2:15][CH3:16])=[O:13])[N:7]=1. (2) Given the reactants Br[C:2]1[CH:12]=[CH:11][C:5]([O:6][CH2:7][C:8]([OH:10])=[O:9])=[C:4]([C:13]([CH3:16])([CH3:15])[CH3:14])[CH:3]=1.[CH3:17][N:18](C)C=O, predict the reaction product. The product is: [C:13]([C:4]1[CH:3]=[C:2]([C:17]#[N:18])[CH:12]=[CH:11][C:5]=1[O:6][CH2:7][C:8]([OH:10])=[O:9])([CH3:16])([CH3:15])[CH3:14]. (3) The product is: [OH:33][CH2:32][CH2:34][NH:35][CH:4]([CH3:5])[CH2:3][CH:2]([C:7]1[CH:8]=[CH:9][C:10]([NH:13][C:14](=[O:31])[CH:15]([NH:19][C:20](=[O:30])[CH2:21][C:22]2[CH:27]=[C:26]([F:28])[CH:25]=[C:24]([F:29])[CH:23]=2)[CH2:16][CH2:17][CH3:18])=[N:11][CH:12]=1)[CH3:1]. Given the reactants [CH3:1][CH:2]([C:7]1[CH:8]=[CH:9][C:10]([NH:13][C:14](=[O:31])[CH:15]([NH:19][C:20](=[O:30])[CH2:21][C:22]2[CH:27]=[C:26]([F:28])[CH:25]=[C:24]([F:29])[CH:23]=2)[CH2:16][CH2:17][CH3:18])=[N:11][CH:12]=1)[CH2:3][C:4](=O)[CH3:5].[CH2:32]([CH2:34][NH2:35])[OH:33].C([O-])(=O)C.[Na+].[BH3-]C#N.[Na+], predict the reaction product. (4) Given the reactants Br[C:2]1[CH:3]=[C:4]2[C:9](=[C:10]([O:12]COCC[Si](C)(C)C)[CH:11]=1)[N:8]=[CH:7][N:6](COCC[Si](C)(C)C)[C:5]2=[O:29].[CH:30]([Zn]C(C)C)([CH3:32])[CH3:31].[Br-].C([Zn+])C1C=CC=CC=1, predict the reaction product. The product is: [OH:12][C:10]1[CH:11]=[C:2]([CH:30]([CH3:32])[CH3:31])[CH:3]=[C:4]2[C:9]=1[N:8]=[CH:7][NH:6][C:5]2=[O:29]. (5) Given the reactants [C:1]1([C@@H:7]([CH3:38])[CH2:8][N:9]([CH2:17][CH2:18][CH2:19][S:20][CH2:21][CH2:22][NH:23][CH2:24][C@H:25]([OH:37])[C:26]2[C:34]3[S:33][C:32](=[O:35])[NH:31][C:30]=3[C:29]([OH:36])=[CH:28][CH:27]=2)C(=O)OC(C)(C)C)[CH:6]=[CH:5][CH:4]=[CH:3][CH:2]=1.[ClH:39], predict the reaction product. The product is: [ClH:39].[ClH:39].[C:1]1([C@@H:7]([CH3:38])[CH2:8][NH:9][CH2:17][CH2:18][CH2:19][S:20][CH2:21][CH2:22][NH:23][CH2:24][C@@H:25]([C:26]2[C:34]3[S:33][C:32](=[O:35])[NH:31][C:30]=3[C:29]([OH:36])=[CH:28][CH:27]=2)[OH:37])[CH:6]=[CH:5][CH:4]=[CH:3][CH:2]=1. (6) The product is: [Cl:1][C:2]1[CH:7]=[CH:6][C:5]([O:8][CH2:9][CH:10]([CH3:12])[CH3:11])=[C:4]([B:19]([OH:21])[OH:20])[CH:3]=1. Given the reactants [Cl:1][C:2]1[CH:7]=[CH:6][C:5]([O:8][CH2:9][CH:10]([CH3:12])[CH3:11])=[C:4](I)[CH:3]=1.C([Mg]Cl)(C)C.[B:19]([O-])([O-:21])[O-:20].Cl, predict the reaction product. (7) Given the reactants [O:1]=[CH:2][C:3]1[CH:11]=[CH:10][C:8](O)=[C:5]([O:6][CH3:7])[CH:4]=1.C([O-])([O-])=O.[K+].[K+].CS([CH2:22][CH2:23][C:24]1[CH:29]=[CH:28][CH:27]=[CH:26][N:25]=1)(=O)=O.O, predict the reaction product. The product is: [CH3:7][O:6][C:5]1[CH:4]=[C:3]([CH:11]=[CH:10][C:8]=1[CH2:22][CH2:23][C:24]1[CH:29]=[CH:28][CH:27]=[CH:26][N:25]=1)[CH:2]=[O:1].